From a dataset of Catalyst prediction with 721,799 reactions and 888 catalyst types from USPTO. Predict which catalyst facilitates the given reaction. (1) Reactant: [C:1]([O:9][C@H:10]1[C@@H:16]([O:17][C:18](=[O:25])[C:19]2[CH:24]=[CH:23][CH:22]=[CH:21][CH:20]=2)[C@H:15]([CH2:26][O:27][C:28](=[O:35])[C:29]2[CH:34]=[CH:33][CH:32]=[CH:31][CH:30]=2)[O:14][CH:11]1OC)(=[O:8])[C:2]1[CH:7]=[CH:6][CH:5]=[CH:4][CH:3]=1.O=C[C@H]([C@H]([C@H](CO)O)O)O.C(OC(=O)C)(=O)C.[C:53]([OH:56])(=[O:55])[CH3:54].S(=O)(=O)(O)O. Product: [C:53]([O:56][CH:11]1[O:14][C@@H:15]([CH2:26][O:27][C:28](=[O:35])[C:29]2[CH:34]=[CH:33][CH:32]=[CH:31][CH:30]=2)[C@H:16]([O:17][C:18](=[O:25])[C:19]2[CH:24]=[CH:23][CH:22]=[CH:21][CH:20]=2)[C@@H:10]1[O:9][C:1](=[O:8])[C:2]1[CH:3]=[CH:4][CH:5]=[CH:6][CH:7]=1)(=[O:55])[CH3:54]. The catalyst class is: 6. (2) Reactant: [Mg].II.Br[C:5]1[C:10]([CH3:11])=[CH:9][CH:8]=[CH:7][C:6]=1[CH2:12][CH3:13].CN(C)[CH:16]=[O:17].[Cl-].[NH4+]. Product: [CH3:13][CH2:12][C:6]1[CH:5]=[C:10]([CH3:11])[C:9]([CH:16]=[O:17])=[CH:8][CH:7]=1. The catalyst class is: 7. (3) Reactant: Cl.[F:2][C:3]1[CH:4]=[C:5]([NH:9]N)[CH:6]=[CH:7][CH:8]=1.O=[C:12]([CH3:18])[CH2:13][CH2:14][C:15]([OH:17])=[O:16].[CH2:19](O)[CH3:20].S(=O)(=O)(O)O. Product: [CH2:19]([O:17][C:15](=[O:16])[CH2:14][C:13]1[C:6]2[C:5](=[CH:4][C:3]([F:2])=[CH:8][CH:7]=2)[NH:9][C:12]=1[CH3:18])[CH3:20]. The catalyst class is: 6. (4) Reactant: [F:1][C:2]([F:25])([C:18]1[CH:23]=[CH:22][C:21]([F:24])=[CH:20][N:19]=1)[C:3]1[N:12]=[C:11](O)[C:10]2[C:5](=[C:6]([C:14]([F:17])([F:16])[F:15])[CH:7]=[CH:8][CH:9]=2)[N:4]=1.P(Br)(Br)(Br)=O.CCN(C(C)C)C(C)C.[CH3:40][C:41]1[NH:45][N:44]=[C:43]([NH2:46])[CH:42]=1. Product: [F:1][C:2]([F:25])([C:18]1[CH:23]=[CH:22][C:21]([F:24])=[CH:20][N:19]=1)[C:3]1[N:12]=[C:11]([NH:46][C:43]2[CH:42]=[C:41]([CH3:40])[NH:45][N:44]=2)[C:10]2[C:5](=[C:6]([C:14]([F:17])([F:16])[F:15])[CH:7]=[CH:8][CH:9]=2)[N:4]=1. The catalyst class is: 575. (5) Reactant: [F:1][C:2]([F:20])([F:19])[C:3]1[N:7]2[N:8]=[C:9]([N:12]3[CH2:17][CH2:16][CH:15]([OH:18])[CH2:14][CH2:13]3)[CH:10]=[CH:11][C:6]2=[N:5][N:4]=1.[H-].[Na+].Cl[C:24]1[CH:25]=[CH:26][C:27]([C:30]#[N:31])=[N:28][CH:29]=1. Product: [F:20][C:2]([F:1])([F:19])[C:3]1[N:7]2[N:8]=[C:9]([N:12]3[CH2:17][CH2:16][CH:15]([O:18][C:24]4[CH:25]=[CH:26][C:27]([C:30]#[N:31])=[N:28][CH:29]=4)[CH2:14][CH2:13]3)[CH:10]=[CH:11][C:6]2=[N:5][N:4]=1. The catalyst class is: 121. (6) Reactant: [CH3:1][C:2]1([C:15]([OH:17])=[O:16])[CH2:7][O:6][CH2:5][CH2:4][N:3]1C(OC(C)(C)C)=O.FC(F)(F)C(O)=O. Product: [CH3:1][C:2]1([C:15]([OH:17])=[O:16])[CH2:7][O:6][CH2:5][CH2:4][NH:3]1. The catalyst class is: 2. (7) Reactant: Cl.[C:2]([O:6][C:7](=[O:11])[CH2:8][CH2:9][NH2:10])([CH3:5])([CH3:4])[CH3:3].C(N(CC)CC)C.Br[CH2:20][C:21]1[CH:22]=[C:23]([CH:26]=[CH:27][CH:28]=1)[C:24]#[N:25]. Product: [C:24]([C:23]1[CH:22]=[C:21]([CH:28]=[CH:27][CH:26]=1)[CH2:20][NH:10][CH2:9][CH2:8][C:7]([O:6][C:2]([CH3:5])([CH3:4])[CH3:3])=[O:11])#[N:25]. The catalyst class is: 47. (8) Reactant: Cl[C:2]1[N:7]=[C:6]([S:8][CH2:9][C:10]2[CH:15]=[CH:14][C:13]([O:16][CH3:17])=[CH:12][CH:11]=2)[C:5]([N+:18]([O-:20])=[O:19])=[CH:4][CH:3]=1.[CH3:21][O:22][C:23]1[CH:28]=[CH:27][C:26]([CH2:29][NH2:30])=[CH:25][CH:24]=1. Product: [CH3:21][O:22][C:23]1[CH:28]=[CH:27][C:26]([CH2:29][NH:30][C:2]2[CH:3]=[CH:4][C:5]([N+:18]([O-:20])=[O:19])=[C:6]([S:8][CH2:9][C:10]3[CH:15]=[CH:14][C:13]([O:16][CH3:17])=[CH:12][CH:11]=3)[N:7]=2)=[CH:25][CH:24]=1. The catalyst class is: 6.